This data is from Full USPTO retrosynthesis dataset with 1.9M reactions from patents (1976-2016). The task is: Predict the reactants needed to synthesize the given product. (1) Given the product [CH:1]1([C:6]2[C:10]([N+:11]([O-:13])=[O:12])=[C:9]([C:14]([NH2:19])=[O:16])[O:8][N:7]=2)[CH2:5][CH2:4][CH2:3][CH2:2]1, predict the reactants needed to synthesize it. The reactants are: [CH:1]1([C:6]2[C:10]([N+:11]([O-:13])=[O:12])=[C:9]([C:14]([O:16]CC)=O)[O:8][N:7]=2)[CH2:5][CH2:4][CH2:3][CH2:2]1.[NH3:19]. (2) Given the product [C:9]([O:13][C:14](=[O:36])[CH2:15][N:16]1[C:20]2[CH:21]=[CH:22][C:23]([N:25]([CH2:26][C:27]3[CH:28]=[CH:29][CH:30]=[CH:31][CH:32]=3)[C:6]([C:2]3[S:1][CH:5]=[CH:4][CH:3]=3)=[O:7])=[CH:24][C:19]=2[N:18]=[C:17]1[CH2:33][CH2:34][CH3:35])([CH3:12])([CH3:11])[CH3:10], predict the reactants needed to synthesize it. The reactants are: [S:1]1[CH:5]=[CH:4][CH:3]=[C:2]1[C:6](Cl)=[O:7].[C:9]([O:13][C:14](=[O:36])[CH2:15][N:16]1[C:20]2[CH:21]=[CH:22][C:23]([NH:25][CH2:26][C:27]3[CH:32]=[CH:31][CH:30]=[CH:29][CH:28]=3)=[CH:24][C:19]=2[N:18]=[C:17]1[CH2:33][CH2:34][CH3:35])([CH3:12])([CH3:11])[CH3:10].CCN(C(C)C)C(C)C. (3) Given the product [F:32][C:29]1[CH:28]=[CH:27][C:26]([C:25]([NH:24][C:20]2[C:19]([CH3:34])=[C:18]([C:7]3[C:6]4[C:5]5[C:13](=[CH:14][C:2]([NH:1][CH:36]([CH3:38])[CH3:35])=[CH:3][CH:4]=5)[NH:12][C:11]=4[C:10]([C:15]([NH2:17])=[O:16])=[CH:9][CH:8]=3)[CH:23]=[CH:22][CH:21]=2)=[O:33])=[CH:31][CH:30]=1, predict the reactants needed to synthesize it. The reactants are: [NH2:1][C:2]1[CH:14]=[C:13]2[C:5]([C:6]3[C:7]([C:18]4[CH:23]=[CH:22][CH:21]=[C:20]([NH:24][C:25](=[O:33])[C:26]5[CH:31]=[CH:30][C:29]([F:32])=[CH:28][CH:27]=5)[C:19]=4[CH3:34])=[CH:8][CH:9]=[C:10]([C:15]([NH2:17])=[O:16])[C:11]=3[NH:12]2)=[CH:4][CH:3]=1.[CH3:35][C:36]([CH3:38])=O.C(O)(=O)C.C(O[BH-](OC(=O)C)OC(=O)C)(=O)C.[Na+].C([O-])(O)=O.[Na+]. (4) Given the product [F:1][C:2]1[CH:3]=[C:4]([CH2:8][CH2:9][N:10]2[C:11](=[O:12])[C:13]3[CH:14]=[N:15][N:16]([CH3:35])[C:17]=3[N:18]=[C:19]2[C:21]2[CH:26]=[CH:25][CH:24]=[CH:23][C:22]=2[OH:27])[CH:5]=[CH:6][CH:7]=1, predict the reactants needed to synthesize it. The reactants are: [F:1][C:2]1[CH:3]=[C:4]([CH2:8][CH2:9][NH:10][C:11]([C:13]2[CH:14]=[N:15][N:16]([CH3:35])[C:17]=2[NH:18][C:19]([C:21]2[CH:26]=[CH:25][CH:24]=[CH:23][C:22]=2[O:27]CC2C=CC=CC=2)=O)=[O:12])[CH:5]=[CH:6][CH:7]=1.CC1C=CC(S(O)(=O)=O)=CC=1. (5) Given the product [NH2:8][C:5]1[CH:6]=[CH:7][C:2]([Cl:1])=[C:3]([N:16]2[CH2:20][CH2:19][CH2:18][C:17]2=[O:22])[CH:4]=1, predict the reactants needed to synthesize it. The reactants are: [Cl:1][C:2]1[CH:7]=[CH:6][C:5]([NH:8]C(=O)OC(C)(C)C)=[CH:4][C:3]=1[NH:16][C:17](=[O:22])[CH2:18][CH2:19][CH2:20]Cl.NC1C=C(NC(=O)OC(C)(C)C)C=CC=1Cl.ClCCCC(Cl)=O.C(N(CC)C(C)C)(C)C. (6) Given the product [C:35]1([CH:41]([N:3]2[CH2:8][CH2:7][CH2:6][C@H:5]([CH2:9][N:10]3[CH2:11][CH2:12][N:13]([C:16]([O:18][CH2:19][C:20]4[CH:21]=[CH:22][CH:23]=[CH:24][CH:25]=4)=[O:17])[CH2:14][CH2:15]3)[CH2:4]2)[CH3:42])[CH:40]=[CH:39][CH:38]=[CH:37][CH:36]=1, predict the reactants needed to synthesize it. The reactants are: Cl.Cl.[NH:3]1[CH2:8][CH2:7][CH2:6][C@@H:5]([CH2:9][N:10]2[CH2:15][CH2:14][N:13]([C:16]([O:18][CH2:19][C:20]3[CH:25]=[CH:24][CH:23]=[CH:22][CH:21]=3)=[O:17])[CH2:12][CH2:11]2)[CH2:4]1.C(N(CC)C(C)C)(C)C.[C:35]1([CH2:41][CH:42]=O)[CH:40]=[CH:39][CH:38]=[CH:37][CH:36]=1.S([O-])([O-])(=O)=O.[Mg+2].C(O[BH-](OC(=O)C)OC(=O)C)(=O)C.[Na+]. (7) The reactants are: [C@H:1]1([O:12][C:13]2[CH:18]=[CH:17][C:16]([C:19]3[CH:20]=[CH:21][C:22]([C:25]([O:27]C)=[O:26])=[N:23][CH:24]=3)=[CH:15][CH:14]=2)[O:9][C@H:8]([CH2:10][OH:11])[C@@H:6]([OH:7])[C@H:4]([OH:5])[C@@H:2]1[OH:3].[OH-].[Na+]. Given the product [C@H:1]1([O:12][C:13]2[CH:14]=[CH:15][C:16]([C:19]3[CH:20]=[CH:21][C:22]([C:25]([OH:27])=[O:26])=[N:23][CH:24]=3)=[CH:17][CH:18]=2)[O:9][C@H:8]([CH2:10][OH:11])[C@@H:6]([OH:7])[C@H:4]([OH:5])[C@@H:2]1[OH:3], predict the reactants needed to synthesize it. (8) Given the product [CH3:19][C:18]([CH3:21])([S:16]([NH:15][C:12]1(/[C:10](=[N:8]/[OH:9])/[NH2:11])[CH2:14][CH2:13]1)=[O:17])[CH3:20], predict the reactants needed to synthesize it. The reactants are: C(=O)([O-])[O-].[K+].[K+].Cl.[NH2:8][OH:9].[C:10]([C:12]1([NH:15][S:16]([C:18]([CH3:21])([CH3:20])[CH3:19])=[O:17])[CH2:14][CH2:13]1)#[N:11]. (9) Given the product [F:14][C:15]([F:24])([F:25])[C:16]1[CH:17]=[C:18]([CH:21]=[CH:22][CH:23]=1)[CH2:19][NH:20][C:2]1[C:11]2[C:6](=[C:7]([C:12]#[N:13])[CH:8]=[CH:9][CH:10]=2)[N:5]=[CH:4][CH:3]=1.[C:26]([OH:29])([C:15]([F:25])([F:24])[F:14])=[O:27], predict the reactants needed to synthesize it. The reactants are: Br[C:2]1[C:11]2[C:6](=[C:7]([C:12]#[N:13])[CH:8]=[CH:9][CH:10]=2)[N:5]=[CH:4][CH:3]=1.[F:14][C:15]([F:25])([F:24])[C:16]1[CH:17]=[C:18]([CH:21]=[CH:22][CH:23]=1)[CH2:19][NH2:20].[C:26]([O-:29])([O-])=[O:27].[K+].[K+]. (10) The reactants are: [NH2:1][C@@H:2]1[CH2:6][N:5]([C:7]2[C:11]([NH:12][C:13]([C:15]3[N:16]=[C:17]([C:20]4[CH:25]=[CH:24][N:23]=[C:22]([N:26]([CH2:34][C:35]([F:38])([F:37])[F:36])C(=O)OC(C)(C)C)[CH:21]=4)[O:18][CH:19]=3)=[O:14])=[CH:10][N:9]([CH3:39])[N:8]=2)[C:4](=[O:40])[CH2:3]1.[CH:41](=O)[CH3:42].CO.[C:46](O[BH-](OC(=O)C)OC(=O)C)(=O)[CH3:47].[Na+]. Given the product [CH2:46]([N:1]([CH2:41][CH3:42])[C@@H:2]1[CH2:6][N:5]([C:7]2[C:11]([NH:12][C:13]([C:15]3[N:16]=[C:17]([C:20]4[CH:25]=[CH:24][N:23]=[C:22]([NH:26][CH2:34][C:35]([F:36])([F:37])[F:38])[CH:21]=4)[O:18][CH:19]=3)=[O:14])=[CH:10][N:9]([CH3:39])[N:8]=2)[C:4](=[O:40])[CH2:3]1)[CH3:47], predict the reactants needed to synthesize it.